From a dataset of Full USPTO retrosynthesis dataset with 1.9M reactions from patents (1976-2016). Predict the reactants needed to synthesize the given product. (1) Given the product [O:41]1[CH2:42][CH2:43][N:38]([C:2]2[N:7]=[C:6]([O:8][C:9]3[CH:36]=[CH:35][C:34]([F:37])=[CH:33][C:10]=3[CH2:11][NH:12][C:13]([NH:15][C:16]3[N:20]([C:21]4[CH:26]=[CH:25][C:24]([CH3:27])=[CH:23][CH:22]=4)[N:19]=[C:18]([C:28]([CH2:31][CH3:32])([CH3:30])[CH3:29])[CH:17]=3)=[O:14])[CH:5]=[CH:4][N:3]=2)[CH2:39][CH2:40]1, predict the reactants needed to synthesize it. The reactants are: Cl[C:2]1[N:7]=[C:6]([O:8][C:9]2[CH:36]=[CH:35][C:34]([F:37])=[CH:33][C:10]=2[CH2:11][NH:12][C:13]([NH:15][C:16]2[N:20]([C:21]3[CH:26]=[CH:25][C:24]([CH3:27])=[CH:23][CH:22]=3)[N:19]=[C:18]([C:28]([CH2:31][CH3:32])([CH3:30])[CH3:29])[CH:17]=2)=[O:14])[CH:5]=[CH:4][N:3]=1.[NH:38]1[CH2:43][CH2:42][O:41][CH2:40][CH2:39]1. (2) Given the product [F:1][C:2]1[CH:3]=[C:4]([NH:21][C:32]([NH:31][C:29](=[O:30])[CH2:28][C:22]2[CH:23]=[CH:24][CH:25]=[CH:26][CH:27]=2)=[S:33])[CH:5]=[CH:6][C:7]=1[O:8][C:9]1[C:10]2[N:17]([CH:18]([CH3:19])[CH3:20])[CH:16]=[CH:15][C:11]=2[N:12]=[CH:13][N:14]=1, predict the reactants needed to synthesize it. The reactants are: [F:1][C:2]1[CH:3]=[C:4]([NH2:21])[CH:5]=[CH:6][C:7]=1[O:8][C:9]1[C:10]2[N:17]([CH:18]([CH3:20])[CH3:19])[CH:16]=[CH:15][C:11]=2[N:12]=[CH:13][N:14]=1.[C:22]1([CH2:28][C:29]([N:31]=[C:32]=[S:33])=[O:30])[CH:27]=[CH:26][CH:25]=[CH:24][CH:23]=1. (3) Given the product [CH3:30][O:1][C:2]1[C:14]2[CH2:13][O:12][C:11](=[O:15])[C:10]=2[C:9]([C:16]2[CH:17]=[CH:18][C:19]([CH:22]=[CH2:23])=[CH:20][CH:21]=2)=[C:8]2[C:3]=1[CH:4]=[C:5]([O:26][CH3:27])[C:6]([O:24][CH3:25])=[CH:7]2, predict the reactants needed to synthesize it. The reactants are: [OH:1][C:2]1[C:14]2[CH2:13][O:12][C:11](=[O:15])[C:10]=2[C:9]([C:16]2[CH:21]=[CH:20][C:19]([CH:22]=[CH2:23])=[CH:18][CH:17]=2)=[C:8]2[C:3]=1[CH:4]=[C:5]([O:26][CH3:27])[C:6]([O:24][CH3:25])=[CH:7]2.IC.[C:30](=O)([O-])[O-].[K+].[K+].[Cl-].[NH4+].